From a dataset of Forward reaction prediction with 1.9M reactions from USPTO patents (1976-2016). Predict the product of the given reaction. (1) Given the reactants [OH:1][CH2:2][CH2:3][CH2:4][CH2:5][C:6]1[CH:25]=[CH:24][C:9]([CH2:10][NH:11][C:12]2[O:13][C:14]3[C:19]([C:20](=[O:23])[C:21]=2[CH3:22])=[CH:18][CH:17]=[CH:16][CH:15]=3)=[CH:8][CH:7]=1.[C:26]1([CH3:36])[CH:31]=[CH:30][C:29]([S:32](Cl)(=[O:34])=[O:33])=[CH:28][CH:27]=1.CN(C1C=CC=CN=1)C.C(N(CC)CC)C, predict the reaction product. The product is: [CH3:22][C:21]1[C:20](=[O:23])[C:19]2[C:14](=[CH:15][CH:16]=[CH:17][CH:18]=2)[O:13][C:12]=1[NH:11][CH2:10][C:9]1[CH:8]=[CH:7][C:6]([CH2:5][CH2:4][CH2:3][CH2:2][O:1][S:32]([C:29]2[CH:30]=[CH:31][C:26]([CH3:36])=[CH:27][CH:28]=2)(=[O:34])=[O:33])=[CH:25][CH:24]=1. (2) Given the reactants [F:1][C:2]1[C:3]([C:9](N)=[O:10])=[N:4][CH:5]=[C:6]([Br:8])[CH:7]=1.[OH-:12].[Na+].[ClH:14], predict the reaction product. The product is: [ClH:14].[F:1][C:2]1[C:3]([C:9]([OH:10])=[O:12])=[N:4][CH:5]=[C:6]([Br:8])[CH:7]=1. (3) Given the reactants C(O[C:6]([N:8]1[CH2:12][C:11](=[N:13][O:14][CH3:15])[CH2:10][C@H:9]1[C:16]([OH:18])=O)=[O:7])(C)(C)C.[Cl:19][C:20]1[CH:21]=[C:22]([C:27]2[CH:32]=[CH:31][C:30](C(O)=O)=[CH:29][CH:28]=2)[CH:23]=[CH:24][C:25]=1[Cl:26].[NH2:36][CH2:37][CH:38]([C:40]1[CH:45]=[CH:44][CH:43]=[CH:42][CH:41]=1)[OH:39], predict the reaction product. The product is: [Cl:19][C:20]1[CH:21]=[C:22]([C:27]2[CH:28]=[CH:29][C:30]([C:6]([N:8]3[CH2:12][C:11](=[N:13][O:14][CH3:15])[CH2:10][C@H:9]3[C:16]([NH:36][CH2:37][CH:38]([OH:39])[C:40]3[CH:45]=[CH:44][CH:43]=[CH:42][CH:41]=3)=[O:18])=[O:7])=[CH:31][CH:32]=2)[CH:23]=[CH:24][C:25]=1[Cl:26]. (4) Given the reactants [CH2:1]([N:8]1[CH2:13][CH2:12][CH:11]([NH:14][S:15]([C:18]2[C:27]3[C:22](=[CH:23][CH:24]=[CH:25][CH:26]=3)[C:21]([C:28]([OH:30])=O)=[CH:20][CH:19]=2)(=[O:17])=[O:16])[CH2:10][CH2:9]1)[C:2]1[CH:7]=[CH:6][CH:5]=[CH:4][CH:3]=1.Cl.[CH3:32][O:33][NH:34][CH3:35].N=C=N.C(N(CC)CC)C.C1C=NC2N(O)N=NC=2C=1, predict the reaction product. The product is: [CH3:32][O:33][N:34]([CH3:35])[C:28]([C:21]1[C:22]2[C:27](=[CH:26][CH:25]=[CH:24][CH:23]=2)[C:18]([S:15](=[O:17])(=[O:16])[NH:14][CH:11]2[CH2:10][CH2:9][N:8]([CH2:1][C:2]3[CH:3]=[CH:4][CH:5]=[CH:6][CH:7]=3)[CH2:13][CH2:12]2)=[CH:19][CH:20]=1)=[O:30]. (5) Given the reactants [NH:1]1[C:5]2[CH:6]=[CH:7][CH:8]=[CH:9][C:4]=2[N:3]=[C:2]1[CH2:10]N1C2C=CC=CC=2N=N1.[CH3:20][C:21]1[C:29]([CH3:30])=[CH:28][C:24]2[NH:25][N:26]=[N:27][C:23]=2[CH:22]=1, predict the reaction product. The product is: [NH:1]1[C:5]2[CH:6]=[CH:7][CH:8]=[CH:9][C:4]=2[N:3]=[C:2]1[CH2:10][N:27]1[C:23]2[CH:22]=[C:21]([CH3:20])[C:29]([CH3:30])=[CH:28][C:24]=2[N:25]=[N:26]1.